This data is from Catalyst prediction with 721,799 reactions and 888 catalyst types from USPTO. The task is: Predict which catalyst facilitates the given reaction. (1) Reactant: [C:1]([C:3]1[N:7]([CH3:8])[C:6]([C:9]2[CH:10]=[CH:11][C:12]3[N:17]([C:18]([O:20][C:21]([CH3:24])([CH3:23])[CH3:22])=[O:19])[C:16](=[O:25])[O:15][C:14]([CH3:27])([CH3:26])[C:13]=3[CH:28]=2)=[CH:5][CH:4]=1)#[N:2].[Br:29]N1C(=O)CCC1=O.N1C=CC=CC=1.O. Product: [Br:29][C:5]1[CH:4]=[C:3]([C:1]#[N:2])[N:7]([CH3:8])[C:6]=1[C:9]1[CH:10]=[CH:11][C:12]2[N:17]([C:18]([O:20][C:21]([CH3:22])([CH3:23])[CH3:24])=[O:19])[C:16](=[O:25])[O:15][C:14]([CH3:27])([CH3:26])[C:13]=2[CH:28]=1. The catalyst class is: 1. (2) Reactant: [CH2:1]([O:3][C:4]1[CH:9]=[CH:8][C:7]([C:10]([F:13])([F:12])[F:11])=[CH:6][C:5]=1[C:14]1[C:15]2[N:16]([N:20]=[C:21]([NH:23][C:24]3[CH:34]=[CH:33][C:27]4[CH2:28][CH2:29][NH:30][CH2:31][CH2:32][C:26]=4[CH:25]=3)[N:22]=2)[CH:17]=[CH:18][CH:19]=1)[CH3:2].C(=O)([O-])[O-].[K+].[K+].Cl[CH2:42][CH2:43][S:44]([CH3:47])(=[O:46])=[O:45].[I-].[Na+]. Product: [CH2:1]([O:3][C:4]1[CH:9]=[CH:8][C:7]([C:10]([F:12])([F:11])[F:13])=[CH:6][C:5]=1[C:14]1[C:15]2[N:16]([N:20]=[C:21]([NH:23][C:24]3[CH:34]=[CH:33][C:27]4[CH2:28][CH2:29][N:30]([CH2:42][CH2:43][S:44]([CH3:47])(=[O:46])=[O:45])[CH2:31][CH2:32][C:26]=4[CH:25]=3)[N:22]=2)[CH:17]=[CH:18][CH:19]=1)[CH3:2]. The catalyst class is: 42.